From a dataset of Forward reaction prediction with 1.9M reactions from USPTO patents (1976-2016). Predict the product of the given reaction. (1) Given the reactants [C:1]12(C(O)CNC3C4CCNCC=4N=CN=3)[CH2:10][CH:5]3[CH2:6][CH:7]([CH2:9][CH:3]([CH2:4]3)[CH2:2]1)[CH2:8]2.[CH:25]1[CH:30]=[N:29][CH:28]=[C:27]([C:31]([OH:33])=O)[CH:26]=1.Cl.CN(C)CC[CH2:39][N:40]=[C:41]=[N:42][CH2:43]C.[OH2:46].O[N:48]1[C:52]2[CH:53]=[CH:54][CH:55]=C[C:51]=2[N:50]=N1.C(N(CC)C(C)C)(C)C.C(Cl)Cl, predict the reaction product. The product is: [OH:46][C:1]12[CH2:10][CH:5]3[CH2:4][CH:3]([CH2:9][C:7]([CH2:39][NH:40][C:41]4[C:53]5[CH2:54][CH2:55][N:50]([C:31]([C:27]6[CH:28]=[N:29][CH:30]=[CH:25][CH:26]=6)=[O:33])[CH2:51][C:52]=5[N:48]=[CH:43][N:42]=4)([CH2:6]3)[CH2:8]1)[CH2:2]2. (2) Given the reactants [CH2:1]([N:4]1[C:13]2[C:8](=[CH:9][CH:10]=[C:11]([OH:14])[CH:12]=2)[CH2:7][CH2:6][CH2:5]1)[C:2]#[CH:3].C(N(CC)CC)C.[C:22]1([CH3:31])[C:23]([N:28]=[C:29]=[O:30])=[CH:24][CH:25]=[CH:26][CH:27]=1, predict the reaction product. The product is: [CH3:31][C:22]1[CH:27]=[CH:26][CH:25]=[CH:24][C:23]=1[NH:28][C:29](=[O:30])[O:14][C:11]1[CH:12]=[C:13]2[C:8]([CH2:7][CH2:6][CH2:5][N:4]2[CH2:1][C:2]#[CH:3])=[CH:9][CH:10]=1. (3) The product is: [CH:28]1[C:37]2[C:32](=[CH:33][CH:34]=[CH:35][CH:36]=2)[CH:31]=[C:30]([S:38][C:39]2[CH:44]=[CH:43][CH:42]=[CH:41][C:40]=2[CH:45]=[CH2:2])[CH:29]=1. Given the reactants [I-].[CH3:2][P+](C1C=CC=CC=1)(C1C=CC=CC=1)C1C=CC=CC=1.CC(C)([O-])C.[K+].[CH:28]1[C:37]2[C:32](=[CH:33][CH:34]=[CH:35][CH:36]=2)[CH:31]=[C:30]([S:38][C:39]2[CH:44]=[CH:43][CH:42]=[CH:41][C:40]=2[CH:45]=O)[CH:29]=1.C(=O)(O)[O-].[Na+], predict the reaction product. (4) The product is: [CH2:10]([N:14]([CH2:15][CH2:16][CH2:17][CH3:18])[C:2]1[CH:7]=[CH:6][C:5]([O:8][CH3:9])=[CH:4][CH:3]=1)[CH2:11][CH2:12][CH3:13]. Given the reactants Cl[C:2]1[CH:7]=[CH:6][C:5]([O:8][CH3:9])=[CH:4][CH:3]=1.[CH2:10]([NH:14][CH2:15][CH2:16][CH2:17][CH3:18])[CH2:11][CH2:12][CH3:13].CC(C)([O-])C.[Na+], predict the reaction product. (5) The product is: [CH2:13]([N:1]1[C:6]([CH3:21])=[C:5]([CH3:10])[C:4](=[O:11])[O:3][C:2]1=[O:12])[C:14]1[CH:19]=[CH:18][CH:17]=[CH:16][CH:15]=1. Given the reactants [NH:1]1[C:6]2N=CC=[CH:10][C:5]=2[C:4](=[O:11])[O:3][C:2]1=[O:12].[CH2:13](Br)[C:14]1[CH:19]=[CH:18][CH:17]=[CH:16][CH:15]=1.[CH2:21](Br)CCC.N, predict the reaction product.